This data is from Full USPTO retrosynthesis dataset with 1.9M reactions from patents (1976-2016). The task is: Predict the reactants needed to synthesize the given product. (1) Given the product [Cl:30][C:24]1[CH:25]=[C:26]([Cl:29])[CH:27]=[CH:28][C:23]=1[CH2:22][CH2:21][NH:20][C:18]1[N:17]=[C:16]([O:31][CH3:32])[N:15]=[C:14]([C:10]2[CH:9]=[C:8]([CH:13]=[CH:12][CH:11]=2)[C:7]([NH:6][CH2:5][C:4]([OH:34])=[O:3])=[O:33])[CH:19]=1, predict the reactants needed to synthesize it. The reactants are: C([O:3][C:4](=[O:34])[CH2:5][NH:6][C:7](=[O:33])[C:8]1[CH:13]=[CH:12][CH:11]=[C:10]([C:14]2[CH:19]=[C:18]([NH:20][CH2:21][CH2:22][C:23]3[CH:28]=[CH:27][C:26]([Cl:29])=[CH:25][C:24]=3[Cl:30])[N:17]=[C:16]([O:31][CH3:32])[N:15]=2)[CH:9]=1)C.[OH-].[Li+].Cl. (2) Given the product [CH3:31][N:32]1[CH2:37][CH2:36][CH:35]([CH2:38][O:39][C:40]2[CH:41]=[CH:42][C:43]([NH2:46])=[CH:44][CH:45]=2)[CH2:34][CH2:33]1, predict the reactants needed to synthesize it. The reactants are: N1(CCOC2C=CC(NC3C4N(C=CN=4)C(C4C=NNC=4)=CN=3)=CC=2)CCOCC1.[CH3:31][N:32]1[CH2:37][CH2:36][CH:35]([CH2:38][O:39][C:40]2[CH:45]=[CH:44][C:43]([N+:46]([O-])=O)=[CH:42][CH:41]=2)[CH2:34][CH2:33]1. (3) Given the product [N:32]1([C:2]2[C:10]3[O:9][CH2:8][C@@H:7]([N:11]([C:26](=[O:31])[C:27]([F:30])([F:29])[F:28])[C:12]4[CH:25]=[CH:24][C:15]5[C@H:16]([CH2:19][C:20]([O:22][CH3:23])=[O:21])[CH2:17][O:18][C:14]=5[CH:13]=4)[C:6]=3[CH:5]=[CH:4][CH:3]=2)[CH2:37][CH2:36][CH2:35][CH2:34][CH2:33]1, predict the reactants needed to synthesize it. The reactants are: Br[C:2]1[C:10]2[O:9][CH2:8][C@@H:7]([N:11]([C:26](=[O:31])[C:27]([F:30])([F:29])[F:28])[C:12]3[CH:25]=[CH:24][C:15]4[C@H:16]([CH2:19][C:20]([O:22][CH3:23])=[O:21])[CH2:17][O:18][C:14]=4[CH:13]=3)[C:6]=2[CH:5]=[CH:4][CH:3]=1.[NH:32]1[CH2:37][CH2:36][CH2:35][CH2:34][CH2:33]1.C(=O)([O-])[O-].[Cs+].[Cs+].C1C=CC(P(C2C=CC3C(=CC=CC=3)C=2C2C3C(=CC=CC=3)C=CC=2P(C2C=CC=CC=2)C2C=CC=CC=2)C2C=CC=CC=2)=CC=1. (4) The reactants are: [CH3:1][O:2][C:3]1[C:4](=[O:25])[C:5]([CH3:24])=[C:6]([CH2:12][C:13]2[CH:14]=[C:15]([CH:19]=[CH:20][C:21](O)=[O:22])[CH:16]=[CH:17][CH:18]=2)[C:7](=[O:11])[C:8]=1[O:9][CH3:10].[NH:26]1[CH2:31][CH2:30][S:29][CH2:28][CH2:27]1. Given the product [CH3:1][O:2][C:3]1[C:4](=[O:25])[C:5]([CH3:24])=[C:6]([CH2:12][C:13]2[CH:14]=[C:15]([CH:19]=[CH:20][C:21]([N:26]3[CH2:31][CH2:30][S:29][CH2:28][CH2:27]3)=[O:22])[CH:16]=[CH:17][CH:18]=2)[C:7](=[O:11])[C:8]=1[O:9][CH3:10], predict the reactants needed to synthesize it. (5) Given the product [Cl:26][C:27]1[CH:32]=[CH:31][C:30]([C:17]2[CH:16]=[C:15]([CH2:23][CH3:24])[C:14]([NH:13][C:12](=[O:25])[OH:11])=[C:19]([CH2:20][CH3:21])[CH:18]=2)=[CH:29][CH:28]=1, predict the reactants needed to synthesize it. The reactants are: C(=O)([O-])[O-].[Cs+].[Cs+].C([O:11][C:12](=[O:25])[NH:13][C:14]1[C:19]([CH2:20][CH3:21])=[CH:18][C:17](Br)=[CH:16][C:15]=1[CH2:23][CH3:24])(C)(C)C.[Cl:26][C:27]1[CH:32]=[CH:31][C:30](B(O)O)=[CH:29][CH:28]=1.C1(P(C2CCCCC2)C2C=CC=CC=2C2C(C(C)C)=CC(C(C)C)=CC=2C(C)C)CCCCC1. (6) Given the product [CH3:3][C:4]([CH3:5])=[O:15].[OH:28][S:25]([OH:29])(=[O:27])=[O:26].[O:21]=[Cr:22](=[O:24])=[O:23], predict the reactants needed to synthesize it. The reactants are: CO[C:3](=O)[C@H:4]([O:15]S(C)(=O)=O)[C@@H:5](C1C=CC(Cl)=C(Cl)C=1)C.[O-2:21].[Cr+6:22].[O-2:23].[O-2:24].[S:25](=[O:29])(=[O:28])([OH:27])[OH:26].ClC1C=C([C@@H](C)[C@@H](OS(C)(=O)=O)CO)C=CC=1Cl. (7) Given the product [Cl:8][C:6]1[N:5]=[CH:4][N:3]=[C:2]([N:16]2[CH2:17][C@@H:18]([CH3:22])[CH2:19][CH2:20][CH2:21][C@@H:15]2[CH3:14])[CH:7]=1, predict the reactants needed to synthesize it. The reactants are: Cl[C:2]1[CH:7]=[C:6]([Cl:8])[N:5]=[CH:4][N:3]=1.C(=O)([O-])[O-].Cl.[CH3:14][C@H:15]1[CH2:21][CH2:20][CH2:19][C@H:18]([CH3:22])[CH2:17][NH:16]1.[Cl-].[NH4+].